This data is from Peptide-MHC class II binding affinity with 134,281 pairs from IEDB. The task is: Regression. Given a peptide amino acid sequence and an MHC pseudo amino acid sequence, predict their binding affinity value. This is MHC class II binding data. (1) The peptide sequence is EKKYFAATQQEPLAA. The MHC is HLA-DQA10301-DQB10302 with pseudo-sequence HLA-DQA10301-DQB10302. The binding affinity (normalized) is 0.299. (2) The peptide sequence is AGSYAADLGYGPATP. The MHC is DRB4_0101 with pseudo-sequence DRB4_0103. The binding affinity (normalized) is 0.165. (3) The peptide sequence is IKSDKPLKGPFNFRF. The MHC is HLA-DQA10102-DQB10502 with pseudo-sequence HLA-DQA10102-DQB10502. The binding affinity (normalized) is 0.0249. (4) The peptide sequence is EITGIMKDLDEPGHL. The MHC is DRB1_1302 with pseudo-sequence DRB1_1302. The binding affinity (normalized) is 0.533. (5) The peptide sequence is AAGTYVAADAAAASS. The MHC is DRB1_0101 with pseudo-sequence DRB1_0101. The binding affinity (normalized) is 0.790. (6) The peptide sequence is GSDPKKLVLDIKYTR. The MHC is HLA-DPA10103-DPB10301 with pseudo-sequence HLA-DPA10103-DPB10301. The binding affinity (normalized) is 0. (7) The peptide sequence is SQDLELNWNLNGLQAY. The MHC is DRB1_0401 with pseudo-sequence DRB1_0401. The binding affinity (normalized) is 0.523.